From a dataset of Forward reaction prediction with 1.9M reactions from USPTO patents (1976-2016). Predict the product of the given reaction. (1) Given the reactants C(Cl)(=O)C(Cl)=O.[F:7][C:8]([F:18])([F:17])[C:9]([NH:11][C@H:12]([C:14]([OH:16])=O)[CH3:13])=[O:10].N1C=CC=CC=1.[Br:25][C:26]1[CH:31]=[C:30]([O:32][CH3:33])[CH:29]=[CH:28][C:27]=1[O:34][CH3:35], predict the reaction product. The product is: [F:17][C:8]([F:7])([F:18])[C:9]([NH:11][C@@H:12]([CH3:13])[C:14]([C:29]1[CH:28]=[C:27]([O:34][CH3:35])[C:26]([Br:25])=[CH:31][C:30]=1[O:32][CH3:33])=[O:16])=[O:10]. (2) Given the reactants O=[C:2]([CH:8]1[CH2:12][CH2:11][CH2:10][C:9]1=O)[C:3]([O:5][CH2:6][CH3:7])=[O:4].Cl.[Br:15][C:16]1[CH:17]=[C:18]([NH:22][NH2:23])[CH:19]=[CH:20][CH:21]=1, predict the reaction product. The product is: [Br:15][C:16]1[CH:17]=[C:18]([N:22]2[C:9]3[CH2:10][CH2:11][CH2:12][C:8]=3[C:2]([C:3]([O:5][CH2:6][CH3:7])=[O:4])=[N:23]2)[CH:19]=[CH:20][CH:21]=1. (3) Given the reactants [H-].[Na+].[C:3]([O:7][C:8](=[O:16])[NH:9][C:10]1[N:11]([CH3:15])[CH:12]=[CH:13][N:14]=1)([CH3:6])([CH3:5])[CH3:4].I[CH3:18], predict the reaction product. The product is: [C:3]([O:7][C:8](=[O:16])[N:9]([CH3:18])[C:10]1[N:11]([CH3:15])[CH:12]=[CH:13][N:14]=1)([CH3:6])([CH3:5])[CH3:4]. (4) Given the reactants [F:1][C:2]1[CH:7]=[CH:6][CH:5]=[CH:4][C:3]=1[N:8]1[C:12]([C:13]2[CH:18]=[CH:17][C:16]([N+:19]([O-:21])=O)=[CH:15][CH:14]=2)=[CH:11][CH:10]=[N:9]1.[CH3:22][O:23][C:24]1[CH:29]=[CH:28][C:27]([CH2:30]C#N)=[CH:26][CH:25]=1, predict the reaction product. The product is: [F:1][C:2]1[CH:7]=[CH:6][CH:5]=[CH:4][C:3]=1[N:8]1[C:12]([C:13]2[CH:14]=[CH:15][C:16]3=[N:19][O:21][C:30]([C:27]4[CH:28]=[CH:29][C:24]([O:23][CH3:22])=[CH:25][CH:26]=4)=[C:17]3[CH:18]=2)=[CH:11][CH:10]=[N:9]1. (5) Given the reactants [NH:1]1[CH:5]=[C:4]([B:6]2[O:14][C:11]([CH3:13])([CH3:12])[C:8]([CH3:10])([CH3:9])[O:7]2)[CH:3]=[N:2]1.Cl[CH2:16][C:17]([N:19]([CH3:21])[CH3:20])=[O:18], predict the reaction product. The product is: [CH3:20][N:19]([CH3:21])[C:17](=[O:18])[CH2:16][N:2]1[CH:3]=[C:4]([B:6]2[O:7][C:8]([CH3:9])([CH3:10])[C:11]([CH3:13])([CH3:12])[O:14]2)[CH:5]=[N:1]1. (6) Given the reactants [F:1][C:2]1[CH:7]=[CH:6][CH:5]=[CH:4][C:3]=1[NH:8][S:9]([C:12]1[CH:13]=[C:14]([CH:18]=[CH:19][CH:20]=1)[C:15]([OH:17])=O)(=[O:11])=[O:10].CN(C(ON1N=NC2C=CC=NC1=2)=[N+](C)C)C.F[P-](F)(F)(F)(F)F.[CH2:45]1[NH:50][CH2:49][CH2:48][N:47]2[CH2:51][CH2:52][CH2:53][C@H:46]12, predict the reaction product. The product is: [F:1][C:2]1[CH:7]=[CH:6][CH:5]=[CH:4][C:3]=1[NH:8][S:9]([C:12]1[CH:20]=[CH:19][CH:18]=[C:14]([C:15]([N:50]2[CH2:49][CH2:48][N:47]3[CH2:51][CH2:52][CH2:53][C@@H:46]3[CH2:45]2)=[O:17])[CH:13]=1)(=[O:10])=[O:11]. (7) Given the reactants [Cl:1][C:2]1[C:3]2[N:12]([C:13]3[C:18]([F:19])=[CH:17][CH:16]=[CH:15][C:14]=3[F:20])[N:11]=[C:10]([C:21]3[CH:22]=[N:23][NH:24][CH:25]=3)[C:4]=2[C:5]([O:8][CH3:9])=[N:6][CH:7]=1.[O:26]1[CH2:31][CH2:30][CH:29](O)[CH2:28][CH2:27]1.C1(P(C2C=CC=CC=2)C2C=CC=CC=2)C=CC=CC=1.N(/C(OC(C)(C)C)=O)=N\C(OC(C)(C)C)=O, predict the reaction product. The product is: [Cl:1][C:2]1[C:3]2[N:12]([C:13]3[C:18]([F:19])=[CH:17][CH:16]=[CH:15][C:14]=3[F:20])[N:11]=[C:10]([C:21]3[CH:25]=[N:24][N:23]([CH:29]4[CH2:30][CH2:31][O:26][CH2:27][CH2:28]4)[CH:22]=3)[C:4]=2[C:5]([O:8][CH3:9])=[N:6][CH:7]=1. (8) Given the reactants C(N)(=O)C1C=CC=CC=1.[NH2:10][C:11]1[N:12]=[CH:13][C:14]([C:19]2[CH:20]=[C:21]([CH:34]=[CH:35][CH:36]=2)[C:22]([NH:24][CH2:25][C:26]2[CH:31]=[CH:30][C:29]([Cl:32])=[CH:28][C:27]=2[F:33])=[O:23])=[N:15][C:16]=1[C:17]#[N:18].[NH:37]([C:39]([C@H:41]1[CH2:46][CH2:45][CH2:44][N:43](C(OC(C)(C)C)=O)[CH2:42]1)=O)[NH2:38], predict the reaction product. The product is: [NH2:10][C:11]1[N:12]=[CH:13][C:14]([C:19]2[CH:20]=[C:21]([CH:34]=[CH:35][CH:36]=2)[C:22]([NH:24][CH2:25][C:26]2[CH:31]=[CH:30][C:29]([Cl:32])=[CH:28][C:27]=2[F:33])=[O:23])=[N:15][C:16]=1[C:17]1[NH:38][N:37]=[C:39]([CH:41]2[CH2:46][CH2:45][CH2:44][NH:43][CH2:42]2)[N:18]=1. (9) Given the reactants [NH2:1][C:2]1[N:3]=[C:4]([NH:17][CH:18]2[CH2:23][CH2:22][NH:21][CH2:20][CH2:19]2)[S:5][C:6]=1[C:7]([C:9]1[C:14]([F:15])=[CH:13][CH:12]=[CH:11][C:10]=1[F:16])=[O:8].[CH:24]1[CH:29]=[CH:28][C:27]([O:30][C:31](Cl)=[S:32])=[CH:26][CH:25]=1, predict the reaction product. The product is: [C:27]1([O:30][C:31]([N:21]2[CH2:22][CH2:23][CH:18]([NH:17][C:4]3[S:5][C:6]([C:7](=[O:8])[C:9]4[C:14]([F:15])=[CH:13][CH:12]=[CH:11][C:10]=4[F:16])=[C:2]([NH2:1])[N:3]=3)[CH2:19][CH2:20]2)=[S:32])[CH:28]=[CH:29][CH:24]=[CH:25][CH:26]=1. (10) The product is: [OH:1][C:2]([C:5]1[N:6]=[C:7]([C@H:11]2[CH2:16][N:15]([C:43]([C:35]3[CH:34]=[C:33]([CH3:32])[S:37][C:36]=3[N:38]3[N:39]=[CH:40][CH:41]=[N:42]3)=[O:45])[C@H:14]([CH3:31])[CH2:13][CH2:12]2)[O:8][C:9]=1[CH3:10])([CH3:4])[CH3:3]. Given the reactants [OH:1][C:2]([C:5]1[N:6]=[C:7]([C@H:11]2[CH2:16][N:15](C(C3C=CC=CC=3C3N=CC=CN=3)=O)[C@H:14]([CH3:31])[CH2:13][CH2:12]2)[O:8][C:9]=1[CH3:10])([CH3:4])[CH3:3].[CH3:32][C:33]1[S:37][C:36]([N:38]2[N:42]=[CH:41][CH:40]=[N:39]2)=[C:35]([C:43]([OH:45])=O)[CH:34]=1.C(OC1C=CC=CC=1C(O)=O)C, predict the reaction product.